Predict the product of the given reaction. From a dataset of Forward reaction prediction with 1.9M reactions from USPTO patents (1976-2016). Given the reactants [CH3:1][O:2][C:3]1[C:8]([O:9][CH3:10])=[CH:7][CH:6]=[CH:5][C:4]=1[OH:11].F[C:13]1[CH:18]=[CH:17][C:16]([F:19])=[C:15](F)[C:14]=1[N+:21]([O-:23])=[O:22].[CH3:24][O:25]C1C=CC=CC=1OC1C=C([F:36])C(F)=CC=1N.[CH3:42][O:43][C:44]1[C:59]([O:60][CH3:61])=[CH:58][CH:57]=[CH:56][C:45]=1[O:46][C:47]1[CH:53]=[C:52]([F:54])[C:51]([F:55])=[CH:50][C:48]=1[NH2:49].[NH2:62][C:63]1[S:64][CH:65]=[CH:66][N:67]=1, predict the reaction product. The product is: [F:36][C:17]1[C:16]([F:19])=[CH:15][C:14]([N+:21]([O-:23])=[O:22])=[C:13]([O:11][C:4]2[CH:5]=[CH:6][CH:7]=[C:8]([O:9][CH3:10])[C:3]=2[O:2][CH3:1])[CH:18]=1.[F:54][C:52]1[C:51]([F:55])=[CH:50][C:48]([NH:49][C:24]([NH:62][C:63]2[S:64][CH:65]=[CH:66][N:67]=2)=[O:25])=[C:47]([O:46][C:45]2[CH:56]=[CH:57][CH:58]=[C:59]([O:60][CH3:61])[C:44]=2[O:43][CH3:42])[CH:53]=1.